This data is from Peptide-MHC class II binding affinity with 134,281 pairs from IEDB. The task is: Regression. Given a peptide amino acid sequence and an MHC pseudo amino acid sequence, predict their binding affinity value. This is MHC class II binding data. The peptide sequence is VIDWLVSNQSVRNRY. The MHC is DRB1_1201 with pseudo-sequence DRB1_1201. The binding affinity (normalized) is 0.430.